Task: Regression. Given two drug SMILES strings and cell line genomic features, predict the synergy score measuring deviation from expected non-interaction effect.. Dataset: Merck oncology drug combination screen with 23,052 pairs across 39 cell lines (1) Drug 1: COC1CC2CCC(C)C(O)(O2)C(=O)C(=O)N2CCCCC2C(=O)OC(C(C)CC2CCC(OP(C)(C)=O)C(OC)C2)CC(=O)C(C)C=C(C)C(O)C(OC)C(=O)C(C)CC(C)C=CC=CC=C1C. Drug 2: CCc1c2c(nc3ccc(O)cc13)-c1cc3c(c(=O)n1C2)COC(=O)C3(O)CC. Cell line: UWB1289. Synergy scores: synergy=5.70. (2) Cell line: LOVO. Synergy scores: synergy=-5.12. Drug 2: CC(C)CC(NC(=O)C(Cc1ccccc1)NC(=O)c1cnccn1)B(O)O. Drug 1: O=C(O)C1(Cc2cccc(Nc3nccs3)n2)CCC(Oc2cccc(Cl)c2F)CC1. (3) Drug 1: CN(C)C(=N)N=C(N)N. Drug 2: N#Cc1ccc(Cn2cncc2CN2CCN(c3cccc(Cl)c3)C(=O)C2)cc1. Cell line: OVCAR3. Synergy scores: synergy=-6.85.